From a dataset of Full USPTO retrosynthesis dataset with 1.9M reactions from patents (1976-2016). Predict the reactants needed to synthesize the given product. Given the product [CH3:1][O:2][C:3](=[O:12])[CH:4]([C:5]1[CH:10]=[CH:9][C:8]([Cl:11])=[CH:7][CH:6]=1)[CH2:13][OH:14], predict the reactants needed to synthesize it. The reactants are: [CH3:1][O:2][C:3](=[O:12])[CH2:4][C:5]1[CH:10]=[CH:9][C:8]([Cl:11])=[CH:7][CH:6]=1.[CH3:13][O-:14].[Na+].C=O.